Dataset: NCI-60 drug combinations with 297,098 pairs across 59 cell lines. Task: Regression. Given two drug SMILES strings and cell line genomic features, predict the synergy score measuring deviation from expected non-interaction effect. Drug 1: CNC(=O)C1=CC=CC=C1SC2=CC3=C(C=C2)C(=NN3)C=CC4=CC=CC=N4. Drug 2: CNC(=O)C1=NC=CC(=C1)OC2=CC=C(C=C2)NC(=O)NC3=CC(=C(C=C3)Cl)C(F)(F)F. Cell line: T-47D. Synergy scores: CSS=19.6, Synergy_ZIP=-0.113, Synergy_Bliss=0.961, Synergy_Loewe=-5.17, Synergy_HSA=0.318.